Dataset: Forward reaction prediction with 1.9M reactions from USPTO patents (1976-2016). Task: Predict the product of the given reaction. (1) Given the reactants Cl.[N:2]1[CH:7]=[CH:6][CH:5]=[N:4][C:3]=1[C:8]1([NH2:11])[CH2:10][CH2:9]1.C(N(C(C)C)CC)(C)C.[F:21][C:22]1[C:23]2[N:24]([N:46]=[C:47]([C:53]3[CH:58]=[CH:57][C:56]([F:59])=[CH:55][CH:54]=3)[C:48]=2[C:49](=[O:52])[NH:50][CH3:51])[CH:25]=[CH:26][C:27]=1[C:28]1[C:29]([CH3:45])=[N:30][C:31]([O:37][CH2:38][CH:39]2[CH2:44][CH2:43][O:42][CH2:41][CH2:40]2)=[C:32]([CH:36]=1)[C:33]([OH:35])=[O:34].CN(C(ON1N=NC2C=CC=NC1=2)=[N+](C)C)C.F[P-](F)(F)(F)(F)F, predict the reaction product. The product is: [C:33]([O-:35])(=[O:34])[CH3:32].[NH4+:2].[F:21][C:22]1[C:23]2[N:24]([N:46]=[C:47]([C:53]3[CH:58]=[CH:57][C:56]([F:59])=[CH:55][CH:54]=3)[C:48]=2[C:49]([NH:50][CH3:51])=[O:52])[CH:25]=[CH:26][C:27]=1[C:28]1[C:29]([CH3:45])=[N:30][C:31]([O:37][CH2:38][CH:39]2[CH2:40][CH2:41][O:42][CH2:43][CH2:44]2)=[C:32]([C:33](=[O:34])[NH:11][C:8]2([C:3]3[N:4]=[CH:5][CH:6]=[CH:7][N:2]=3)[CH2:10][CH2:9]2)[CH:36]=1. (2) Given the reactants [OH:1][C:2]1[CH:3]=[C:4]([CH:10]=[CH:11][C:12]=1[O:13][CH3:14])[CH:5]=[CH:6][C:7]([OH:9])=[O:8].CO, predict the reaction product. The product is: [OH:1][C:2]1[CH:3]=[C:4]([CH2:5][CH2:6][C:7]([OH:9])=[O:8])[CH:10]=[CH:11][C:12]=1[O:13][CH3:14]. (3) Given the reactants C(O[C:6]([C:8]1[N:9]=[C:10]([C:29]#[N:30])[C:11]2[C:16]([C:17]=1[OH:18])=[CH:15][C:14]([O:19][C:20]1[CH:28]=[CH:27][C:23]3[O:24][CH2:25][O:26][C:22]=3[CH:21]=1)=[CH:13][CH:12]=2)=[O:7])CCC.[NH2:31][CH2:32][C:33]([OH:35])=[O:34], predict the reaction product. The product is: [O:24]1[C:23]2[CH:27]=[CH:28][C:20]([O:19][C:14]3[CH:15]=[C:16]4[C:11](=[CH:12][CH:13]=3)[C:10]([C:29]#[N:30])=[N:9][C:8]([C:6]([NH:31][CH2:32][C:33]([OH:35])=[O:34])=[O:7])=[C:17]4[OH:18])=[CH:21][C:22]=2[O:26][CH2:25]1. (4) Given the reactants Br[C:2]1[CH:3]=[C:4]2[N:10]([CH2:11][O:12][CH2:13][CH2:14][Si:15]([CH3:18])([CH3:17])[CH3:16])[CH:9]=[CH:8][C:5]2=[N:6][CH:7]=1.B1(B2OC(C)(C)C(C)(C)O2)OC(C)(C)C(C)(C)O1.CC([O-])=O.[K+].Br[C:43]1[CH:48]=[CH:47][C:46]([C:49]2[N:53]([CH2:54][CH:55]3[CH2:59][CH2:58][N:57]([C:60]([CH:62]4[CH2:64][CH2:63]4)=[O:61])[CH2:56]3)[CH:52]=[N:51][N:50]=2)=[CH:45][CH:44]=1.[Br-].N1C=CN=N1.B([O-])[O-], predict the reaction product. The product is: [CH:62]1([C:60]([N:57]2[CH2:58][CH2:59][C@@H:55]([CH2:54][N:53]3[CH:52]=[N:51][N:50]=[C:49]3[C:46]3[CH:47]=[CH:48][C:43]([C:2]4[CH:3]=[C:4]5[N:10]([CH2:11][O:12][CH2:13][CH2:14][Si:15]([CH3:18])([CH3:17])[CH3:16])[CH:9]=[CH:8][C:5]5=[N:6][CH:7]=4)=[CH:44][CH:45]=3)[CH2:56]2)=[O:61])[CH2:64][CH2:63]1. (5) The product is: [F:2][C:3]1[C:23]([CH2:24][N:25]2[CH2:29][CH2:28][CH2:27][CH2:26]2)=[CH:22][CH:21]=[CH:20][C:4]=1[O:5][C@H:6]1[CH2:9][C@H:8]([CH2:10][NH:11][CH3:12])[CH2:7]1. Given the reactants Cl.[F:2][C:3]1[C:23]([CH2:24][N:25]2[CH2:29][CH2:28][CH2:27][CH2:26]2)=[CH:22][CH:21]=[CH:20][C:4]=1[O:5][C@H:6]1[CH2:9][C@H:8]([CH2:10][N:11](C)[C:12](=O)OC(C)(C)C)[CH2:7]1, predict the reaction product. (6) Given the reactants [OH:1][C:2]1[CH:3]=[C:4]([CH:29]=[CH:30][CH:31]=1)[O:5][C:6]1[S:7][C:8]([C:11]2[CH:15]=[C:14]([CH:16]([N:18]3[C:26](=[O:27])[C:25]4[C:20](=[CH:21][CH:22]=[CH:23][CH:24]=4)[C:19]3=[O:28])[CH3:17])[O:13][N:12]=2)=[CH:9][N:10]=1.[CH:32](O)([CH3:34])[CH3:33].C1(P(C2C=CC=CC=2)C2C=CC=CC=2)C=CC=CC=1.N(C(OCC)=O)=NC(OCC)=O, predict the reaction product. The product is: [CH:32]([O:1][C:2]1[CH:3]=[C:4]([CH:29]=[CH:30][CH:31]=1)[O:5][C:6]1[S:7][C:8]([C:11]2[CH:15]=[C:14]([CH:16]([N:18]3[C:26](=[O:27])[C:25]4[C:20](=[CH:21][CH:22]=[CH:23][CH:24]=4)[C:19]3=[O:28])[CH3:17])[O:13][N:12]=2)=[CH:9][N:10]=1)([CH3:34])[CH3:33]. (7) Given the reactants [C:1]([O:5][C:6]([N:8]([CH2:10][C:11]1[CH:12]=[C:13]([C:28]2[CH:33]=[CH:32][CH:31]=[CH:30][CH:29]=2)[N:14]([S:16]([C:19]2[CH:20]=[C:21]([CH:25]=[CH:26][CH:27]=2)[C:22]([OH:24])=O)(=[O:18])=[O:17])[CH:15]=1)[CH3:9])=[O:7])([CH3:4])([CH3:3])[CH3:2].[NH:34]1[CH2:39][CH2:38][O:37][CH2:36][CH2:35]1, predict the reaction product. The product is: [CH3:9][N:8]([CH2:10][C:11]1[CH:12]=[C:13]([C:28]2[CH:33]=[CH:32][CH:31]=[CH:30][CH:29]=2)[N:14]([S:16]([C:19]2[CH:27]=[CH:26][CH:25]=[C:21]([C:22]([N:34]3[CH2:39][CH2:38][O:37][CH2:36][CH2:35]3)=[O:24])[CH:20]=2)(=[O:18])=[O:17])[CH:15]=1)[C:6](=[O:7])[O:5][C:1]([CH3:3])([CH3:2])[CH3:4].